The task is: Predict the reaction yield, written as a fraction of the theoretical maximum amount of product (1.0 means a 100% yield; for example, 0.34 means a 34% yield).. This data is from Reaction yield outcomes from USPTO patents with 853,638 reactions. (1) The reactants are Cl.Cl.[CH2:3]1[C:12]2[C:7](=[CH:8][CH:9]=[N:10][CH:11]=2)[CH2:6][CH2:5][N:4]1[C:13]1[CH:19]=[CH:18][C:16]([NH2:17])=[CH:15][CH:14]=1.C(N(CC)C(C)C)(C)C.[C:29]1([CH3:38])[CH:34]=[CH:33][CH:32]=[C:31]([N:35]=[C:36]=[O:37])[CH:30]=1. The catalyst is C(Cl)Cl. The product is [CH2:3]1[C:12]2[C:7](=[CH:8][CH:9]=[N:10][CH:11]=2)[CH2:6][CH2:5][N:4]1[C:13]1[CH:19]=[CH:18][C:16]([NH:17][C:36]([NH:35][C:31]2[CH:32]=[CH:33][CH:34]=[C:29]([CH3:38])[CH:30]=2)=[O:37])=[CH:15][CH:14]=1. The yield is 0.880. (2) The reactants are [NH2:1][C:2]1[C:3]([C:19]#[N:20])=[C:4]([CH:16]=[CH:17][CH:18]=1)[O:5][CH2:6][C:7]([NH:10][C:11](=[O:15])[CH2:12][CH2:13][CH3:14])([CH3:9])[CH3:8].[S:21](Cl)(=[O:24])(=[O:23])[NH2:22]. No catalyst specified. The product is [S:21]([NH:1][C:2]1[C:3]([C:19]#[N:20])=[C:4]([CH:16]=[CH:17][CH:18]=1)[O:5][CH2:6][C:7]([NH:10][C:11](=[O:15])[CH2:12][CH2:13][CH3:14])([CH3:9])[CH3:8])(=[O:24])(=[O:23])[NH2:22]. The yield is 1.00.